This data is from Full USPTO retrosynthesis dataset with 1.9M reactions from patents (1976-2016). The task is: Predict the reactants needed to synthesize the given product. (1) Given the product [Cl:21][C:15]1[CH:16]=[CH:17][CH:18]=[C:19]([F:20])[C:14]=1[C:10]1[NH:11][C:12](=[O:13])[N:8]([C:5]2[CH:6]=[CH:7][C:2]([C:27]3[CH:28]=[N:29][C:24]([C:23]([F:34])([F:33])[F:22])=[CH:25][CH:26]=3)=[CH:3][CH:4]=2)[N:9]=1, predict the reactants needed to synthesize it. The reactants are: Br[C:2]1[CH:7]=[CH:6][C:5]([N:8]2[C:12](=[O:13])[NH:11][C:10]([C:14]3[C:19]([F:20])=[CH:18][CH:17]=[CH:16][C:15]=3[Cl:21])=[N:9]2)=[CH:4][CH:3]=1.[F:22][C:23]([F:34])([F:33])[C:24]1[N:29]=[CH:28][C:27](B(O)O)=[CH:26][CH:25]=1.C([O-])([O-])=O.[K+].[K+]. (2) Given the product [Cl:23][C:24]1[CH:25]=[C:26]([OH:47])[C:27]([NH:34][S:35]([CH2:38][C:39]2[CH:44]=[C:43]([Cl:45])[CH:42]=[C:41]([Cl:46])[CH:40]=2)(=[O:37])=[O:36])=[N:28][C:29]=1[S:30]([CH3:33])(=[O:32])=[O:31], predict the reactants needed to synthesize it. The reactants are: ClC1N=NC(NS(CC2C=C(C#N)C=CC=2Cl)(=O)=O)=C(O)C=1.[Cl:23][C:24]1[CH:25]=[C:26]([O:47]C)[C:27]([NH:34][S:35]([CH2:38][C:39]2[CH:44]=[C:43]([Cl:45])[CH:42]=[C:41]([Cl:46])[CH:40]=2)(=[O:37])=[O:36])=[N:28][C:29]=1[S:30]([CH3:33])(=[O:32])=[O:31].ClC1N=NC(NS(CC2C=C(C#N)C=CC=2Cl)(=O)=O)=C(OC)C=1. (3) Given the product [CH3:23][C:24]1[N:29]=[CH:28][C:27]([CH2:30][NH:31][C:20]([C:10]2[CH:9]=[C:8]([C:5]3[CH:6]=[CH:7][C:2]([CH3:1])=[CH:3][CH:4]=3)[CH:13]=[C:12]([N:14]3[CH2:18][CH2:17][CH2:16][C:15]3=[O:19])[CH:11]=2)=[O:22])=[CH:26][CH:25]=1, predict the reactants needed to synthesize it. The reactants are: [CH3:1][C:2]1[CH:7]=[CH:6][C:5]([C:8]2[CH:13]=[C:12]([N:14]3[CH2:18][CH2:17][CH2:16][C:15]3=[O:19])[CH:11]=[C:10]([C:20]([OH:22])=O)[CH:9]=2)=[CH:4][CH:3]=1.[CH3:23][C:24]1[N:29]=[CH:28][C:27]([CH2:30][NH2:31])=[CH:26][CH:25]=1.F[P-](F)(F)(F)(F)F.C[N+](C)=C(N(C)C)ON1C2N=CC=CC=2N=N1.C(N(CC)C(C)C)(C)C. (4) Given the product [CH3:1][C:2]1[CH:7]=[CH:6][CH:5]=[C:4]([C:8]#[C:9][CH:10]=[C:11]2[CH2:12][CH2:13][N:14]([C:18]3[O:19][C:20]([N+:23]([O-:25])=[O:24])=[CH:21][CH:22]=3)[CH2:15][CH2:16]2)[N:3]=1, predict the reactants needed to synthesize it. The reactants are: [CH3:1][C:2]1[CH:7]=[CH:6][CH:5]=[C:4]([C:8]#[C:9][CH:10]=[C:11]2[CH2:16][CH2:15][NH:14][CH2:13][CH2:12]2)[N:3]=1.Br[C:18]1[O:19][C:20]([N+:23]([O-:25])=[O:24])=[CH:21][CH:22]=1.C(=O)([O-])[O-].[K+].[K+].O. (5) Given the product [ClH:20].[NH2:49][C:50]1[N:51]=[CH:52][C:53]([CH2:56][CH2:57][CH2:58][C@H:59]([NH:71][S:72]([C:75]2[CH:80]=[CH:79][CH:78]=[C:77]([CH:81]3[CH2:85][CH2:84][CH2:83][CH2:82]3)[C:76]=2[NH:86][C:87](=[O:90])[CH2:88][CH3:89])(=[O:74])=[O:73])[C:60]([N:62]2[CH2:63][CH2:64][C:65](=[C:68]([F:69])[F:70])[CH2:66][CH2:67]2)=[O:61])=[N:54][CH:55]=1, predict the reactants needed to synthesize it. The reactants are: O=C(N(C(=O)CC)C1C(C2CCCC2)=CC=CC=1S([Cl:20])(=O)=O)CC.Cl.N[C@@H](CCCC1C=NC(N)=CN=1)C(N1CCC(=C(F)F)CC1)=O.[NH2:49][C:50]1[N:51]=[CH:52][C:53]([CH2:56][CH2:57][CH2:58][C@H:59]([NH:71][S:72]([C:75]2[CH:80]=[CH:79][CH:78]=[C:77]([CH:81]3[CH2:85][CH2:84][CH2:83][CH2:82]3)[C:76]=2[NH:86][C:87](=[O:90])[CH2:88][CH3:89])(=[O:74])=[O:73])[C:60]([N:62]2[CH2:67][CH2:66][C:65](=[C:68]([F:70])[F:69])[CH2:64][CH2:63]2)=[O:61])=[N:54][CH:55]=1.